Predict the reactants needed to synthesize the given product. From a dataset of Full USPTO retrosynthesis dataset with 1.9M reactions from patents (1976-2016). (1) Given the product [CH2:1]([O:3][C:4]([C:6]1[N:11]2[N:12]=[C:13]([NH:15][C:20]([NH:19][CH2:17][CH3:18])=[O:21])[N:14]=[C:10]2[CH:9]=[C:8]([Br:16])[CH:7]=1)=[O:5])[CH3:2], predict the reactants needed to synthesize it. The reactants are: [CH2:1]([O:3][C:4]([C:6]1[N:11]2[N:12]=[C:13]([NH2:15])[N:14]=[C:10]2[CH:9]=[C:8]([Br:16])[CH:7]=1)=[O:5])[CH3:2].[CH2:17]([N:19]=[C:20]=[O:21])[CH3:18]. (2) Given the product [CH3:1][C:2]1[CH:30]=[C:29]([CH3:31])[CH:28]=[CH:27][C:3]=1[CH2:4][N:5]1[C:13]([C:14]2[CH:19]=[CH:18][C:17]([OH:20])=[CH:16][C:15]=2[CH3:22])=[C:12]2[C:7]([C:8]([C:23]([F:26])([F:25])[F:24])=[CH:9][CH:10]=[CH:11]2)=[N:6]1, predict the reactants needed to synthesize it. The reactants are: [CH3:1][C:2]1[CH:30]=[C:29]([CH3:31])[CH:28]=[CH:27][C:3]=1[CH2:4][N:5]1[C:13]([C:14]2[CH:19]=[CH:18][C:17]([O:20]C)=[CH:16][C:15]=2[CH3:22])=[C:12]2[C:7]([C:8]([C:23]([F:26])([F:25])[F:24])=[CH:9][CH:10]=[CH:11]2)=[N:6]1.B(Cl)(Cl)Cl. (3) Given the product [CH3:9][Si:10]([C:13]#[C:14][C:2]1[N:7]=[C:6]([NH2:8])[CH:5]=[CH:4][CH:3]=1)([CH3:12])[CH3:11], predict the reactants needed to synthesize it. The reactants are: Br[C:2]1[N:7]=[C:6]([NH2:8])[CH:5]=[CH:4][CH:3]=1.[CH3:9][Si:10]([C:13]#[CH:14])([CH3:12])[CH3:11]. (4) Given the product [CH3:28][S:25]([C:7]1[C:8]2[C:13](=[CH:12][CH:11]=[C:10]([CH:14]([C:19]3[CH:20]=[CH:21][CH:22]=[CH:23][CH:24]=3)[CH2:15][CH2:16][NH:17][CH3:18])[CH:9]=2)[NH:5][CH:6]=1)(=[O:27])=[O:26], predict the reactants needed to synthesize it. The reactants are: CS([N:5]1[C:13]2[C:8](=[CH:9][C:10]([CH:14]([C:19]3[CH:24]=[CH:23][CH:22]=[CH:21][CH:20]=3)[CH2:15][CH2:16][NH:17][CH3:18])=[CH:11][CH:12]=2)[C:7]([S:25]([CH3:28])(=[O:27])=[O:26])=[CH:6]1)(=O)=O.[OH-].[K+]. (5) The reactants are: [CH3:1][C:2]1[S:10][C:9]2[CH:8]([OH:11])[CH2:7][NH:6][CH2:5][C:4]=2[CH:3]=1.[Br:12][C:13]1[C:14]([Cl:20])=[C:15](F)[CH:16]=[CH:17][CH:18]=1. Given the product [Br:12][C:13]1[C:14]([Cl:20])=[C:15]([O:11][CH:8]2[CH2:7][NH:6][CH2:5][C:4]3[CH:3]=[C:2]([CH3:1])[S:10][C:9]2=3)[CH:16]=[CH:17][CH:18]=1, predict the reactants needed to synthesize it. (6) Given the product [F:1][C:2]1[C:3](=[O:23])[N:4]2[C:8](=[C:9]([C:20]([N:28]3[CH2:29][CH:26]([OH:25])[CH2:27]3)=[O:21])[C:10]=1[NH:11][C:12]1[CH:17]=[CH:16][C:15]([I:18])=[CH:14][C:13]=1[F:19])[CH2:7][CH2:6][CH2:5]2, predict the reactants needed to synthesize it. The reactants are: [F:1][C:2]1[C:3](=[O:23])[N:4]2[C:8](=[C:9]([C:20](O)=[O:21])[C:10]=1[NH:11][C:12]1[CH:17]=[CH:16][C:15]([I:18])=[CH:14][C:13]=1[F:19])[CH2:7][CH2:6][CH2:5]2.Cl.[OH:25][CH:26]1[CH2:29][NH:28][CH2:27]1.CN(C(ON1N=NC2C=CC=NC1=2)=[N+](C)C)C.F[P-](F)(F)(F)(F)F.CN1CCOCC1. (7) Given the product [F:14][C:13]([F:15])([F:16])[O:12][C:9]1[CH:8]=[C:4]([C:5]([OH:7])=[O:6])[C:3]([OH:2])=[CH:11][CH:10]=1, predict the reactants needed to synthesize it. The reactants are: C[O:2][C:3]1[CH:11]=[CH:10][C:9]([O:12][C:13]([F:16])([F:15])[F:14])=[CH:8][C:4]=1[C:5]([OH:7])=[O:6]. (8) Given the product [Cl:1][C:2]1[CH:3]=[CH:4][C:5]([F:19])=[C:6]([C:8]2[N:13]=[C:12]([NH:20][C:21]3[CH:26]=[CH:25][N:24]=[CH:23][C:22]=3[CH3:27])[C:11]3[CH:15]([CH3:18])[CH2:16][CH2:17][C:10]=3[N:9]=2)[CH:7]=1, predict the reactants needed to synthesize it. The reactants are: [Cl:1][C:2]1[CH:3]=[CH:4][C:5]([F:19])=[C:6]([C:8]2[N:13]=[C:12](I)[C:11]3[CH:15]([CH3:18])[CH2:16][CH2:17][C:10]=3[N:9]=2)[CH:7]=1.[NH2:20][C:21]1[CH:26]=[CH:25][N:24]=[CH:23][C:22]=1[CH3:27].C([O-])([O-])=O.[Cs+].[Cs+]. (9) Given the product [CH3:5][C:3]([CH3:6])([O:7][C:8]([NH:10][C:11]1[S:12][C:13]([S:16][C:17]2[CH:18]=[C:19]([CH:20]=[CH:21][CH:22]=2)[C:23]([OH:25])=[O:24])=[CH:14][N:15]=1)=[O:9])[CH3:4], predict the reactants needed to synthesize it. The reactants are: [OH-].[Na+].[C:3]([O:7][C:8]([NH:10][C:11]1[S:12][C:13]([S:16][C:17]2[CH:22]=[CH:21][CH:20]=[C:19]([C:23]([O:25]C)=[O:24])[CH:18]=2)=[CH:14][N:15]=1)=[O:9])([CH3:6])([CH3:5])[CH3:4].